From a dataset of Human Reference Interactome with 51,813 positive PPI pairs across 8,248 proteins, plus equal number of experimentally-validated negative pairs. Binary Classification. Given two protein amino acid sequences, predict whether they physically interact or not. (1) Protein 1 (ENSG00000182315) has sequence MGEPAFTSFPSPPVLGKLKRNMMPWALQKKREIHMAKAHRRRAARSALPMRLTSCIFRRPVTRIRSHPDNQVRRRKGDEHLEKPQQLCAYRRLQALQPCSSQGEGSSPLHLESVLSILAPGTAGESLDRAGAERVRSPLEPTPGRFPAVAGGPTPGMGCQLPPPLSGQLVTPADIRRQARRVKKARERLAKALQADRLARQAEMLTCR*. Protein 2 (ENSG00000071242) has sequence MDLSMKKFAVRRFFSVYLRRKSRSKSSSLSRLEEEGVVKEIDISHHVKEGFEKADPSQFELLKVLGQGSYGKVFLVRKVKGSDAGQLYAMKVLKKATLKVRDRVRSKMERDILAEVNHPFIVKLHYAFQTEGKLYLILDFLRGGDLFTRLSKEVMFTEEDVKFYLAELALALDHLHSLGIIYRDLKPENILLDEEGHIKITDFGLSKEAIDHDKRAYSFCGTIEYMAPEVVNRRGHTQSADWWSFGVLMFEMLTGSLPFQGKDRKETMALILKAKLGMPQFLSGEAQSLLRALFKRNPCN.... Result: 0 (the proteins do not interact). (2) Result: 0 (the proteins do not interact). Protein 2 (ENSG00000197381) has sequence MDIEDEENMSSSSTDVKENRNLDNVSPKDGSTPGPGEGSQLSNGGGGGPGRKRPLEEGSNGHSKYRLKKRRKTPGPVLPKNALMQLNEIKPGLQYTLLSQTGPVHAPLFVMSVEVNGQVFEGSGPTKKKAKLHAAEKALRSFVQFPNASEAHLAMGRTLSVNTDFTSDQADFPDTLFNGFETPDKAEPPFYVGSNGDDSFSSSGDLSLSASPVPASLAQPPLPVLPPFPPPSGKNPVMILNELRPGLKYDFLSESGESHAKSFVMSVVVDGQFFEGSGRNKKLAKARAAQSALAAIFNLH.... Protein 1 (ENSG00000110435) has sequence MAASWRLGCDPRLLRYLVGFPGRRSVGLVKGALGWSVSRGANWRWFHSTQWLRGDPIKILMPSLSPTMEEGNIVKWLKKEGEAVSAGDALCEIETDKAVVTLDASDDGILAKIVVEEGSKNIRLGSLIGLIVEEGEDWKHVEIPKDVGPPPPVSKPSEPRPSPEPQISIPVKKEHIPGTLRFRLSPAARNILEKHSLDASQGTATGPRGIFTKEDALKLVQLKQTGKITESRPTPAPTATPTAPSPLQATAGPSYPRPVIPPVSTPGQPNAVGTFTEIPASNIRRVIAKRLTESKSTVPH.... (3) Protein 1 (ENSG00000136273) has sequence MKFRAKIVDGACLNHFTRISNMIAKLAKTCTLRISPDKLNFILCDKLANGGVSMWCELEQENFFNEFQMEGVSAENNEIYLELTSENLSRALKTAQNARALKIKLTNKHFPCLTVSVELLSMSSSSRIVTHDIPIKVIPRKLWKDLQEPVVPDPDVSIYLPVLKTMKSVVEKMKNISNHLVIEANLDGELNLKIETELVCVTTHFKDLGNPPLASESTHEDRNVEHMAEVHIDIRKLLQFLAGQQVNPTKALCNIVNNKMVHFDLLHEDVSLQYFIPALS*MIAKLAKTCTLRISPDKLN.... Protein 2 (ENSG00000173486) has sequence MRLSWFRVLTVLSICLSAVATATGAEGKRKLQIGVKKRVDHCPIKSRKGDVLHMHYTGKLEDGTEFDSSLPQNQPFVFSLGTGQVIKGWDQGLLGMCEGEKRKLVIPSELGYGERGAPPKIPGGATLVFEVELLKIERRTEL*MRLSWFRVLTVLSICLSAVATATGAEGKRKLQIGVKKRVDHCPIKSRKGDVLHMHYTGKLEDGTEFDSSLPQNQPFVFSLGTGQVIKGWDQGLLGMCEGEKRMAPGVLAGVVSVVAGLGDAVGRELHRERDMRLSWFRVLTVLSICLSAVATATGAE.... Result: 0 (the proteins do not interact). (4) Protein 1 (ENSG00000116031) has sequence MTVEKEAPDAHFTVDKQNISLWPREPPPKSGPSLVPGKTPTVRAALICLTLVLVASVLLQAVLYPRFMGTISDVKTNVQLLKGRVDNISTLDSEIKKNSDGMEAAGVQIQMVNESLGYVRSQFLKLKTSVEKANAQIQILTRSWEEVSTLNAQIPELKSDLEKASALNTKIRALQGSLENMSKLLKRQNDILQVVSQGWKYFKGNFYYFSLIPKTWYSAEQFCVSRNSHLTSVTSESEQEFLYKTAGGLIYWIGLTKAGMEGDWSWVDDTPFNKVQSVRFWIPGEPNNAGNNEHCGNIKA.... Protein 2 (ENSG00000183864) has sequence MQLEIKVALNFIISYLYNKLPRRRADLFGEELERLLKKKYEGHWYPEKPLKGSGFRCVHIGEMVDPVVELAAKRSGLAVEDVRANVPEELSVWIDPFEVSYQIGEKGAVKVLYLDDSEGCGAPELDKEIKSSFNPDAQVFVPIGSQDSSLSNSPSPSFGQSPSPTFIPRSAQPITFTTASFAATKFGSTKMKKGGGAASGGGVASSGAGGQQPPQQPRMARSPTNSLLKHKSLSLSMHSLNFITANPAPQSQLSPNAKEFVYNGGGSPSLFFDAADGQGSGTPGPFGGSGAGTCNSSSFD.... Result: 0 (the proteins do not interact).